Dataset: Catalyst prediction with 721,799 reactions and 888 catalyst types from USPTO. Task: Predict which catalyst facilitates the given reaction. (1) Reactant: [CH:1]1[C:9]2[C:8]3[CH:10]=[CH:11][CH:12]=[CH:13][C:7]=3[S:6][C:5]=2[C:4]([N:14]([C:28]2[CH:33]=[CH:32][C:31]([O:34]C)=[CH:30][CH:29]=2)[C:15]2[C:20]3[S:21][C:22]4[CH:27]=[CH:26][CH:25]=[CH:24][C:23]=4[C:19]=3[CH:18]=[CH:17][CH:16]=2)=[CH:3][CH:2]=1.B(Br)(Br)Br. Product: [CH:1]1[C:9]2[C:8]3[CH:10]=[CH:11][CH:12]=[CH:13][C:7]=3[S:6][C:5]=2[C:4]([N:14]([C:15]2[C:20]3[S:21][C:22]4[CH:27]=[CH:26][CH:25]=[CH:24][C:23]=4[C:19]=3[CH:18]=[CH:17][CH:16]=2)[C:28]2[CH:33]=[CH:32][C:31]([OH:34])=[CH:30][CH:29]=2)=[CH:3][CH:2]=1. The catalyst class is: 4. (2) Reactant: [Cl:1][C:2]1[CH:7]=[CH:6][C:5]([C:8]2[C:17]3[C:12](=[CH:13][CH:14]=[C:15]([C:18]([OH:20])=O)[CH:16]=3)[CH:11]=[N:10][CH:9]=2)=[CH:4][CH:3]=1.F[B-](F)(F)F.N1(OC(N(C)C)=[N+](C)C)C2C=CC=CC=2N=N1.C(N(CC)C(C)C)(C)C.[CH3:52][N:53]1[CH:57]=[C:56]([NH2:58])[CH:55]=[N:54]1. Product: [Cl:1][C:2]1[CH:3]=[CH:4][C:5]([C:8]2[C:17]3[C:12](=[CH:13][CH:14]=[C:15]([C:18]([NH:58][C:56]4[CH:55]=[N:54][N:53]([CH3:52])[CH:57]=4)=[O:20])[CH:16]=3)[CH:11]=[N:10][CH:9]=2)=[CH:6][CH:7]=1. The catalyst class is: 9. (3) Reactant: [CH2:1]([O:3][C:4]1[CH:5]=[C:6]([C:10]2[C:19]3[C:14](=[CH:15][CH:16]=[C:17]([C:20]([C:28]4[CH:29]=[N:30][CH:31]=[CH:32][CH:33]=4)([C:22]4[CH:23]=[N:24][CH:25]=[CH:26][CH:27]=4)[OH:21])[CH:18]=3)[N:13]=[C:12]([O:34]C)[CH:11]=2)[CH:7]=[CH:8][CH:9]=1)[CH3:2].Cl. Product: [CH2:1]([O:3][C:4]1[CH:5]=[C:6]([C:10]2[C:19]3[C:14](=[CH:15][CH:16]=[C:17]([C:20]([OH:21])([C:22]4[CH:23]=[N:24][CH:25]=[CH:26][CH:27]=4)[C:28]4[CH:29]=[N:30][CH:31]=[CH:32][CH:33]=4)[CH:18]=3)[NH:13][C:12](=[O:34])[CH:11]=2)[CH:7]=[CH:8][CH:9]=1)[CH3:2]. The catalyst class is: 1. (4) Reactant: [Cl:1][C:2]1[N:7]=[CH:6][C:5]([CH2:8][NH:9][C:10]2[CH:15]=[CH:14][C:13]([N+:16]([O-])=O)=[C:12]([N:19]3[CH2:23][CH2:22][CH2:21][CH2:20]3)[N:11]=2)=[CH:4][CH:3]=1.NN.[F:26][C:27]1[CH:28]=[C:29]([CH2:34][C:35](Cl)=[O:36])[CH:30]=[C:31]([F:33])[CH:32]=1. Product: [Cl:1][C:2]1[N:7]=[CH:6][C:5]([CH2:8][NH:9][C:10]2[N:11]=[C:12]([N:19]3[CH2:23][CH2:22][CH2:21][CH2:20]3)[C:13]([NH:16][C:35](=[O:36])[CH2:34][C:29]3[CH:28]=[C:27]([F:26])[CH:32]=[C:31]([F:33])[CH:30]=3)=[CH:14][CH:15]=2)=[CH:4][CH:3]=1. The catalyst class is: 446. (5) Reactant: C(OC([NH:11][CH2:12][C@H:13]([N:29]([CH3:42])[C:30]([NH:32][CH2:33][C:34]1[CH:39]=[CH:38][CH:37]=[C:36]([F:40])[C:35]=1[Cl:41])=[O:31])[CH2:14][O:15][C:16](=[O:28])[NH:17][C:18]1[N:19]=[CH:20][C:21]2[C:26]([CH:27]=1)=[CH:25][CH:24]=[CH:23][CH:22]=2)=O)C1C=CC=CC=1.[Si](I)(C)(C)C. Product: [CH:20]1[C:21]2[C:26](=[CH:25][CH:24]=[CH:23][CH:22]=2)[CH:27]=[C:18]([NH:17][C:16](=[O:28])[O:15][CH2:14][C@@H:13]([N:29]([CH3:42])[C:30]([NH:32][CH2:33][C:34]2[CH:39]=[CH:38][CH:37]=[C:36]([F:40])[C:35]=2[Cl:41])=[O:31])[CH2:12][NH2:11])[N:19]=1. The catalyst class is: 23. (6) Reactant: [C:1]([O:5][C:6]([N:8]1[CH2:11][C:10]([O:13][C:14]2[CH:15]=[C:16]3[C:25](=[CH:26][C:27]=2Br)[O:24][CH2:23][C:22]2[N:17]3[CH:18]([CH3:30])[C:19](=[O:29])[NH:20][N:21]=2)([CH3:12])[CH2:9]1)=[O:7])([CH3:4])([CH3:3])[CH3:2].[CH3:31]B1OB(C)OB(C)O1.C([O-])([O-])=O.[K+].[K+].C(Cl)Cl. The catalyst class is: 117. Product: [C:1]([O:5][C:6]([N:8]1[CH2:11][C:10]([O:13][C:14]2[CH:15]=[C:16]3[C:25](=[CH:26][C:27]=2[CH3:31])[O:24][CH2:23][C:22]2[N:17]3[CH:18]([CH3:30])[C:19](=[O:29])[NH:20][N:21]=2)([CH3:12])[CH2:9]1)=[O:7])([CH3:4])([CH3:3])[CH3:2]. (7) Reactant: [I:1]Cl.[Cl:3][C:4]1[CH:9]=[C:8]([C:10]([F:13])([F:12])[F:11])[CH:7]=[CH:6][C:5]=1[NH2:14].[OH-].[Na+]. Product: [Cl:3][C:4]1[CH:9]=[C:8]([C:10]([F:12])([F:13])[F:11])[CH:7]=[C:6]([I:1])[C:5]=1[NH2:14]. The catalyst class is: 126. (8) Reactant: [N:1]1[C:9]2[C:4](=[N:5][CH:6]=[C:7]([NH:10][C:11](=[O:22])[C:12]3[CH:17]=[C:16]([N+:18]([O-])=O)[CH:15]=[CH:14][C:13]=3[CH3:21])[CH:8]=2)[NH:3][CH:2]=1. Product: [NH2:18][C:16]1[CH:15]=[CH:14][C:13]([CH3:21])=[C:12]([CH:17]=1)[C:11]([NH:10][C:7]1[CH:8]=[C:9]2[N:1]=[CH:2][NH:3][C:4]2=[N:5][CH:6]=1)=[O:22]. The catalyst class is: 19. (9) Product: [F:11][C:8]1[CH:9]=[CH:10][C:5]2[N:6]([C:2]([N:18]3[CH2:19][CH2:20][N:15]([CH2:14][CH2:13][OH:12])[CH2:16][CH2:17]3)=[N:3][N:4]=2)[CH:7]=1. Reactant: Cl[C:2]1[N:6]2[CH:7]=[C:8]([F:11])[CH:9]=[CH:10][C:5]2=[N:4][N:3]=1.[OH:12][CH2:13][CH2:14][N:15]1[CH2:20][CH2:19][NH:18][CH2:17][CH2:16]1. The catalyst class is: 44. (10) Reactant: [CH2:1]([O:3][C:4]([CH:6]1[CH2:11][CH2:10][C:9](=[O:12])[CH2:8][CH2:7]1)=[O:5])[CH3:2].[CH2:13](O)[CH2:14][OH:15].C1(C)C=CC(S(O)(=O)=O)=CC=1. Product: [CH2:1]([O:3][C:4]([CH:6]1[CH2:11][CH2:10][C:9]2([O:15][CH2:14][CH2:13][O:12]2)[CH2:8][CH2:7]1)=[O:5])[CH3:2]. The catalyst class is: 715.